Dataset: Catalyst prediction with 721,799 reactions and 888 catalyst types from USPTO. Task: Predict which catalyst facilitates the given reaction. (1) Reactant: [CH3:1][C:2]1[CH:7]=[CH:6][N:5]=[CH:4][C:3]=1[N:8]1[CH2:12][CH2:11][NH:10][C:9]1=[O:13].Br[C:15]1[CH:20]=[CH:19][C:18]([Cl:21])=[CH:17][CH:16]=1.N[C@@H]1CCCC[C@H]1N.C(=O)([O-])[O-].[K+].[K+]. Product: [Cl:21][C:18]1[CH:19]=[CH:20][C:15]([N:10]2[CH2:11][CH2:12][N:8]([C:3]3[CH:4]=[N:5][CH:6]=[CH:7][C:2]=3[CH3:1])[C:9]2=[O:13])=[CH:16][CH:17]=1. The catalyst class is: 246. (2) Reactant: [NH2:1][C@H:2]([C:5]([OH:7])=[O:6])[CH2:3][SH:4].O=[CH:9][C@@H:10]([C@H:12]([C@H:14]([C@@H:16]([CH2:18][OH:19])[OH:17])[OH:15])[OH:13])[OH:11].N1C=CC=CC=1. Product: [OH:11][CH:10]([CH:9]1[NH:1][CH:2]([C:5]([OH:7])=[O:6])[CH2:3][S:4]1)[CH:12]([OH:13])[CH:14]([OH:15])[CH:16]([OH:17])[CH2:18][OH:19]. The catalyst class is: 6. (3) Reactant: [CH3:1][N:2]1[C:10]2[C:9]([O:11][CH2:12][C:13]3[CH:18]=[CH:17][C:16]([N+:19]([O-])=O)=[CH:15][CH:14]=3)=[N:8][CH:7]=[N:6][C:5]=2[CH:4]=[CH:3]1. Product: [CH3:1][N:2]1[C:10]2[C:9]([O:11][CH2:12][C:13]3[CH:18]=[CH:17][C:16]([NH2:19])=[CH:15][CH:14]=3)=[N:8][CH:7]=[N:6][C:5]=2[CH:4]=[CH:3]1. The catalyst class is: 129. (4) Reactant: [OH-].[K+].[CH2:3]([S:5][C:6]1[CH:11]=[CH:10][CH:9]=[CH:8][C:7]=1[C:12]1[N:21]([CH3:22])[C:15]2=[N:16][CH:17]=[C:18]([SH:20])[CH:19]=[C:14]2[N:13]=1)[CH3:4].I[CH3:24].[Cl-].[NH4+]. Product: [CH2:3]([S:5][C:6]1[CH:11]=[CH:10][CH:9]=[CH:8][C:7]=1[C:12]1[N:21]([CH3:22])[C:15]2=[N:16][CH:17]=[C:18]([S:20][CH3:24])[CH:19]=[C:14]2[N:13]=1)[CH3:4]. The catalyst class is: 8. (5) Reactant: [CH2:1]([O:8][C:9]1[CH:14]=[CH:13][NH:12][C:11](=[O:15])[CH:10]=1)[C:2]1[CH:7]=[CH:6][CH:5]=[CH:4][CH:3]=1.Br[C:17]1[CH:25]=[C:24]2[C:20]([C:21]3[CH2:39][CH2:38][N:37]([C:40]([O:42][C:43]([CH3:46])([CH3:45])[CH3:44])=[O:41])[CH2:36][C:22]=3[N:23]2[S:26]([C:29]2[CH:35]=[CH:34][C:32]([CH3:33])=[CH:31][CH:30]=2)(=[O:28])=[O:27])=[CH:19][CH:18]=1.OC1C=CC=C2C=1N=CC=C2.C([O-])([O-])=O.[Cs+].[Cs+]. Product: [CH2:1]([O:8][C:9]1[CH:14]=[CH:13][N:12]([C:17]2[CH:25]=[C:24]3[C:20]([C:21]4[CH2:39][CH2:38][N:37]([C:40]([O:42][C:43]([CH3:46])([CH3:45])[CH3:44])=[O:41])[CH2:36][C:22]=4[N:23]3[S:26]([C:29]3[CH:30]=[CH:31][C:32]([CH3:33])=[CH:34][CH:35]=3)(=[O:28])=[O:27])=[CH:19][CH:18]=2)[C:11](=[O:15])[CH:10]=1)[C:2]1[CH:3]=[CH:4][CH:5]=[CH:6][CH:7]=1. The catalyst class is: 156. (6) Reactant: C([N:8](CC1C=CC=CC=1)[C@H:9]1[CH2:14][CH2:13][C@H:12]([N:15]2[CH2:20][CH2:19][CH2:18][CH2:17][CH2:16]2)[CH2:11][CH2:10]1)C1C=CC=CC=1. Product: [N:15]1([C@H:12]2[CH2:11][CH2:10][C@H:9]([NH2:8])[CH2:14][CH2:13]2)[CH2:20][CH2:19][CH2:18][CH2:17][CH2:16]1. The catalyst class is: 19. (7) Reactant: [N+](C1C=NNC=1N1CC=C(O[Si](C)(C)C)CC1)([O-])=O.[CH3:20][O:21][CH:22]1[CH2:28][N:27]([C:29]([O:31][C:32]([CH3:35])([CH3:34])[CH3:33])=[O:30])[CH2:26][CH2:25][N:24]([C:36]2[N:40]([CH3:41])[N:39]=[CH:38][C:37]=2[N+:42]([O-])=O)[CH2:23]1. Product: [NH2:42][C:37]1[CH:38]=[N:39][N:40]([CH3:41])[C:36]=1[N:24]1[CH2:23][CH:22]([O:21][CH3:20])[CH2:28][N:27]([C:29]([O:31][C:32]([CH3:34])([CH3:33])[CH3:35])=[O:30])[CH2:26][CH2:25]1. The catalyst class is: 19. (8) Product: [NH2:2][C:3]1[N:8]=[CH:7][C:6]([O:9][CH2:11][C:12]([CH3:15])([OH:14])[CH3:13])=[CH:5][CH:4]=1. The catalyst class is: 9. Reactant: Br.[NH2:2][C:3]1[N:8]=[CH:7][C:6]([OH:9])=[CH:5][CH:4]=1.Cl[CH2:11][C:12]([CH3:15])([OH:14])[CH3:13].C(=O)([O-])[O-].[Cs+].[Cs+]. (9) Reactant: [S:1]1[CH:5]=[CH:4][N:3]=[C:2]1[C:6]([C@H:8]1[CH2:13][CH2:12][C@H:11]([C:14]([O:16][CH3:17])=[O:15])[CH2:10][CH2:9]1)=[O:7].[F:18][C:19]([Si](C)(C)C)([F:21])[F:20].O.O.O.[F-].C([N+](CCCC)(CCCC)CCCC)CCC.O. Product: [F:18][C:19]([F:21])([F:20])[C:6]([C@H:8]1[CH2:9][CH2:10][C@H:11]([C:14]([O:16][CH3:17])=[O:15])[CH2:12][CH2:13]1)([OH:7])[C:2]1[S:1][CH:5]=[CH:4][N:3]=1. The catalyst class is: 56. (10) The catalyst class is: 9. Product: [Br:1][C:2]1[C:7]([CH3:8])=[CH:6][CH:5]=[CH:4][C:3]=1[C@H:9]([O:11][CH2:12][C@H:13]1[CH2:14][O:15]1)[CH3:10]. Reactant: [Br:1][C:2]1[C:7]([CH3:8])=[CH:6][CH:5]=[CH:4][C:3]=1[C@H:9]([OH:11])[CH3:10].[CH2:12](C1C([N+]([O-])=O)=CC=CC=1S(O)(=O)=O)[C@H:13]1[O:15][CH2:14]1.[H-].[Na+].O.